From a dataset of Full USPTO retrosynthesis dataset with 1.9M reactions from patents (1976-2016). Predict the reactants needed to synthesize the given product. (1) Given the product [F:19][CH2:18][C@H:16]1[O:17][C@@H:11]([N:8]2[CH:7]=[N:6][C:5]3[C:9]2=[N:10][C:2]([O:26][CH2:25][CH:23]2[CH2:24][CH:22]2[CH3:21])=[N:3][C:4]=3[NH2:20])[C@H:12]([OH:13])[C@@H:14]1[OH:15], predict the reactants needed to synthesize it. The reactants are: Cl[C:2]1[N:10]=[C:9]2[C:5]([N:6]=[CH:7][N:8]2[C@@H:11]2[O:17][C@H:16]([CH2:18][F:19])[C@@H:14]([OH:15])[C@H:12]2[OH:13])=[C:4]([NH2:20])[N:3]=1.[CH3:21][CH:22]1[CH2:24][CH:23]1[CH2:25][OH:26].[OH-].[Na+]. (2) Given the product [CH3:18][C:15]1[N:14]=[C:13]([NH:19][C:20]2[C:25]([CH3:26])=[CH:24][C:23]([CH3:27])=[CH:22][C:21]=2[CH3:28])[C:12]([S:9]([C:6]2[CH:5]=[CH:4][C:3]([OH:2])=[CH:8][CH:7]=2)(=[O:11])=[O:10])=[CH:17][CH:16]=1, predict the reactants needed to synthesize it. The reactants are: C[O:2][C:3]1[CH:8]=[CH:7][C:6]([S:9]([C:12]2[C:13]([NH:19][C:20]3[C:25]([CH3:26])=[CH:24][C:23]([CH3:27])=[CH:22][C:21]=3[CH3:28])=[N:14][C:15]([CH3:18])=[CH:16][CH:17]=2)(=[O:11])=[O:10])=[CH:5][CH:4]=1.C([O-])([O-])=O.[Na+].[Na+]. (3) Given the product [Cl:1][C:2]1[CH:9]=[C:8]([N:10]([C@H:11]2[CH2:15][CH2:14][N:13]([CH2:16][C:17]3[S:18][CH:19]=[CH:20][CH:21]=3)[CH2:12]2)[CH2:23][C:24]2[CH:29]=[CH:28][CH:27]=[CH:26][C:25]=2[C:30]([F:31])([F:32])[F:33])[CH:7]=[CH:6][C:3]=1[C:4]#[N:5], predict the reactants needed to synthesize it. The reactants are: [Cl:1][C:2]1[CH:9]=[C:8]([NH:10][C@H:11]2[CH2:15][CH2:14][N:13]([CH2:16][C:17]3[S:18][CH:19]=[CH:20][CH:21]=3)[CH2:12]2)[CH:7]=[CH:6][C:3]=1[C:4]#[N:5].Br[CH2:23][C:24]1[CH:29]=[CH:28][CH:27]=[CH:26][C:25]=1[C:30]([F:33])([F:32])[F:31].